Dataset: Acute oral toxicity (LD50) regression data from Zhu et al.. Task: Regression/Classification. Given a drug SMILES string, predict its toxicity properties. Task type varies by dataset: regression for continuous values (e.g., LD50, hERG inhibition percentage) or binary classification for toxic/non-toxic outcomes (e.g., AMES mutagenicity, cardiotoxicity, hepatotoxicity). Dataset: ld50_zhu. (1) The rat oral LD50 is 2.28, given as -log10 of the dose in mol/kg body weight (higher means more acutely toxic). The drug is CC(C)(C)NCCC(O)c1cc(C(F)(F)F)nc2c(C(F)(F)F)cccc12. (2) The molecule is CC(=O)Cl. The rat oral LD50 is 1.94, given as -log10 of the dose in mol/kg body weight (higher means more acutely toxic). (3) The drug is C1CCCCC1. The rat oral LD50 is 0.821, given as -log10 of the dose in mol/kg body weight (higher means more acutely toxic).